Dataset: Reaction yield outcomes from USPTO patents with 853,638 reactions. Task: Predict the reaction yield, written as a fraction of the theoretical maximum amount of product (1.0 means a 100% yield; for example, 0.34 means a 34% yield). (1) The reactants are Cl[C:2]1[C:7]([C:8]2[CH:9]=[C:10]3[C:14](=[C:15]([C:17]([O:19][CH3:20])=[O:18])[CH:16]=2)[NH:13][N:12]=[CH:11]3)=[CH:6][CH:5]=[CH:4][N:3]=1.[F:21][C:22]1[CH:27]=[CH:26][C:25](B(O)O)=[CH:24][C:23]=1[CH3:31].C([O-])([O-])=O.[Na+].[Na+]. The catalyst is O1CCOCC1. The product is [F:21][C:22]1[CH:27]=[CH:26][C:25]([C:2]2[C:7]([C:8]3[CH:9]=[C:10]4[C:14](=[C:15]([C:17]([O:19][CH3:20])=[O:18])[CH:16]=3)[NH:13][N:12]=[CH:11]4)=[CH:6][CH:5]=[CH:4][N:3]=2)=[CH:24][C:23]=1[CH3:31]. The yield is 0.390. (2) The reactants are [OH:1][CH:2]([CH3:7])[C:3]([NH:5][OH:6])=[NH:4].[Cl:8][C:9]1[CH:10]=[C:11]([CH:15]=[CH:16][CH:17]=1)[C:12](Cl)=O. The catalyst is N1C=CC=CC=1. The product is [Cl:8][C:9]1[CH:10]=[C:11]([C:12]2[O:6][N:5]=[C:3]([CH:2]([OH:1])[CH3:7])[N:4]=2)[CH:15]=[CH:16][CH:17]=1. The yield is 0.600. (3) The reactants are Br[C:2]1[CH:7]=[CH:6][C:5]([C@@H:8]([N:10]2[CH2:15][CH2:14][C@:13]([CH2:22][C:23]([CH3:27])([CH3:26])[C:24]#[N:25])([C:16]3[CH:21]=[CH:20][CH:19]=[CH:18][CH:17]=3)[O:12][C:11]2=[O:28])[CH3:9])=[CH:4][CH:3]=1.[CH3:29][C:30]1([CH3:46])[C:34]([CH3:36])([CH3:35])[O:33][B:32]([B:32]2[O:33][C:34]([CH3:36])([CH3:35])[C:30]([CH3:46])([CH3:29])[O:31]2)[O:31]1.CC([O-])=O.[K+]. The catalyst is CS(C)=O. The product is [CH3:26][C:23]([CH3:27])([CH2:22][C@@:13]1([C:16]2[CH:21]=[CH:20][CH:19]=[CH:18][CH:17]=2)[O:12][C:11](=[O:28])[N:10]([C@H:8]([C:5]2[CH:6]=[CH:7][C:2]([B:32]3[O:33][C:34]([CH3:36])([CH3:35])[C:30]([CH3:46])([CH3:29])[O:31]3)=[CH:3][CH:4]=2)[CH3:9])[CH2:15][CH2:14]1)[C:24]#[N:25]. The yield is 0.760. (4) The reactants are [H-].[Na+].[P:3]([O-:14])([O:9][C:10]([CH3:13])([CH3:12])[CH3:11])[O:4][C:5]([CH3:8])([CH3:7])[CH3:6].[N:15]1[CH:20]=[CH:19][CH:18]=[CH:17][C:16]=1[C:21]1[CH:28]=[CH:27][C:24]([CH:25]=[O:26])=[CH:23][CH:22]=1. The catalyst is C1COCC1. The product is [C:5]([O:4][P:3]([CH:25]([OH:26])[C:24]1[CH:27]=[CH:28][C:21]([C:16]2[CH:17]=[CH:18][CH:19]=[CH:20][N:15]=2)=[CH:22][CH:23]=1)(=[O:14])[O:9][C:10]([CH3:13])([CH3:12])[CH3:11])([CH3:7])([CH3:8])[CH3:6]. The yield is 0.660. (5) The reactants are P(Br)(Br)([Br:3])=O.[CH3:6][C:7]1[N:8]([S:18]([C:21]2[CH:26]=[CH:25][CH:24]=[CH:23][CH:22]=2)(=[O:20])=[O:19])[C:9]2[C:14]([CH:15]=1)=[C:13]([CH2:16]O)[CH:12]=[CH:11][CH:10]=2.C(=O)(O)[O-].[Na+]. The catalyst is C1COCC1. The product is [Br:3][CH2:16][C:13]1[CH:12]=[CH:11][CH:10]=[C:9]2[C:14]=1[CH:15]=[C:7]([CH3:6])[N:8]2[S:18]([C:21]1[CH:22]=[CH:23][CH:24]=[CH:25][CH:26]=1)(=[O:19])=[O:20]. The yield is 0.540. (6) The reactants are [BH4-].[Na+].[C:3]([O:7][C:8]([N:10]1[CH:14]2[CH:15]=[CH:16][CH:11]1[C:12]([S:17]([C:20]1[CH:25]=[CH:24][C:23]([CH3:26])=[CH:22][CH:21]=1)(=[O:19])=[O:18])=[CH:13]2)=[O:9])([CH3:6])([CH3:5])[CH3:4].Cl. The catalyst is C(O)C.C1COCC1.O.O.O.O.C([O-])(=O)C.[Ni+2].C([O-])(=O)C. The product is [C:3]([O:7][C:8]([N:10]1[CH:14]2[CH2:15][CH2:16][CH:11]1[C:12]([S:17]([C:20]1[CH:25]=[CH:24][C:23]([CH3:26])=[CH:22][CH:21]=1)(=[O:18])=[O:19])=[CH:13]2)=[O:9])([CH3:6])([CH3:5])[CH3:4]. The yield is 0.730. (7) The reactants are C[N:2]1[CH2:7][CH2:6][O:5]C[CH2:3]1.[C:8]([O:12][C:13]([NH:15][C@@H:16]([CH:20]1[CH2:23][CH2:22][CH2:21]1)[C:17]([OH:19])=O)=[O:14])([CH3:11])([CH3:10])[CH3:9].CN(C(ON1N=NC2C=CC=CC1=2)=[N+](C)C)C.[B-](F)(F)(F)F.Cl.N1CC(O)C1. The catalyst is C(Cl)Cl.CN(C=O)C.C([O-])(O)=O.[Na+]. The product is [CH:20]1([C@H:16]([NH:15][C:13](=[O:14])[O:12][C:8]([CH3:9])([CH3:10])[CH3:11])[C:17]([N:2]2[CH2:7][CH:6]([OH:5])[CH2:3]2)=[O:19])[CH2:23][CH2:22][CH2:21]1. The yield is 0.820. (8) The reactants are C[O:2][C:3](=[O:22])[C:4]1[CH:9]=[C:8]([CH2:10][NH:11][C:12]([O:14][C:15]([CH3:18])([CH3:17])[CH3:16])=[O:13])[CH:7]=[CH:6][C:5]=1[N+:19]([O-:21])=[O:20].[OH-].[Li+].CCOCC. The catalyst is CO.O. The product is [C:15]([O:14][C:12]([NH:11][CH2:10][C:8]1[CH:7]=[CH:6][C:5]([N+:19]([O-:21])=[O:20])=[C:4]([CH:9]=1)[C:3]([OH:22])=[O:2])=[O:13])([CH3:18])([CH3:16])[CH3:17]. The yield is 0.410. (9) The reactants are [CH2:1]([O:8][C:9](=[O:18])[C:10]1[CH:15]=[CH:14][C:13](Br)=[C:12]([CH3:17])[CH:11]=1)[C:2]1[CH:7]=[CH:6][CH:5]=[CH:4][CH:3]=1.[C:19]([O:23][CH3:24])(=[O:22])[CH:20]=[CH2:21].C(N(C(C)C)CC)(C)C. No catalyst specified. The product is [CH2:1]([O:8][C:9](=[O:18])[C:10]1[CH:15]=[CH:14][C:13]([CH:21]=[CH:20][C:19]([O:23][CH3:24])=[O:22])=[C:12]([CH3:17])[CH:11]=1)[C:2]1[CH:7]=[CH:6][CH:5]=[CH:4][CH:3]=1. The yield is 0.847.